The task is: Predict the product of the given reaction.. This data is from Forward reaction prediction with 1.9M reactions from USPTO patents (1976-2016). (1) Given the reactants N1C=CC=C(C[C:8]2[N:16]=[CH:15][CH:14]=[CH:13][C:9]=2[C:10]([NH2:12])=[O:11])C=1.[N:17]1[CH:22]=[CH:21][CH:20]=[CH:19][CH:18]=1.Cl.[C:24](Cl)(=O)C1C=CC=NC=1.C(Cl)Cl.CO, predict the reaction product. The product is: [N:17]1[CH:22]=[CH:21][CH:20]=[CH:19][C:18]=1[CH2:24][NH:12][C:10](=[O:11])[C:9]1[CH:13]=[CH:14][CH:15]=[N:16][CH:8]=1. (2) Given the reactants OS(O)(=O)=O.O=P12OP3(OP(OP(O3)(O1)=O)(=O)O2)=O.[Br:20][C:21]1[CH:22]=[C:23]([C:27]([CH3:42])([CH3:41])[C:28]([CH:30]([C:36](OCC)=[O:37])[C:31]([O:33][CH2:34][CH3:35])=[O:32])=[O:29])[CH:24]=[CH:25][CH:26]=1, predict the reaction product. The product is: [Br:20][C:21]1[CH:22]=[C:23]2[C:24]([C:36]([OH:37])=[C:30]([C:31]([O:33][CH2:34][CH3:35])=[O:32])[C:28](=[O:29])[C:27]2([CH3:41])[CH3:42])=[CH:25][CH:26]=1. (3) Given the reactants [C:1]([O:9][CH2:10][CH:11]1[CH2:16][CH2:15][CH:14]([CH2:17][N:18]([CH2:39][C:40]2[CH:45]=[CH:44][CH:43]=[CH:42][CH:41]=2)[S:19]([NH:22][C:23](=[O:38])[C:24]2[CH:29]=[C:28]([C:30]([F:33])([F:32])[F:31])[CH:27]=[C:26]([C:34]([F:37])([F:36])[F:35])[CH:25]=2)(=[O:21])=[O:20])[CH2:13][CH2:12]1)(=[O:8])[C:2]1C=C[CH:5]=[CH:4][CH:3]=1.C(Cl)(=O)CCCC.C(Cl)(=O)C1C=CC=CC=1, predict the reaction product. The product is: [C:1]([O:9][CH2:10][CH:11]1[CH2:16][CH2:15][CH:14]([CH2:17][N:18]([CH2:39][C:40]2[CH:41]=[CH:42][CH:43]=[CH:44][CH:45]=2)[S:19]([NH:22][C:23](=[O:38])[C:24]2[CH:25]=[C:26]([C:34]([F:35])([F:36])[F:37])[CH:27]=[C:28]([C:30]([F:33])([F:31])[F:32])[CH:29]=2)(=[O:21])=[O:20])[CH2:13][CH2:12]1)(=[O:8])[CH2:2][CH2:3][CH2:4][CH3:5]. (4) Given the reactants F[C:2]1[C:9]([F:10])=[CH:8][CH:7]=[CH:6][C:3]=1[CH:4]=[O:5].[NH:11]1[CH2:16][CH2:15][O:14][CH2:13][CH2:12]1.C(=O)([O-])[O-].[K+].[K+].CS(C)=O, predict the reaction product. The product is: [F:10][C:9]1[C:2]([N:11]2[CH2:16][CH2:15][O:14][CH2:13][CH2:12]2)=[C:3]([CH:6]=[CH:7][CH:8]=1)[CH:4]=[O:5]. (5) The product is: [NH2:1][C:2]1[NH:3][C:4](=[O:31])[C:5]2[N:6]=[CH:7][N:8]([C@@H:11]3[O:15][C@H:14]([CH2:16][CH:17]([P:25](=[O:27])([OH:26])[OH:28])[S:18]([C:19]4[CH:20]=[CH:21][CH:22]=[CH:23][CH:24]=4)=[O:35])[C@@H:13]([F:29])[C@H:12]3[OH:30])[C:9]=2[N:10]=1. Given the reactants [NH2:1][C:2]1[NH:3][C:4](=[O:31])[C:5]2[N:6]=[CH:7][N:8]([C@@H:11]3[O:15][C@H:14]([CH2:16][CH:17]([P:25](=[O:28])([OH:27])[OH:26])[S:18][C:19]4[CH:24]=[CH:23][CH:22]=[CH:21][CH:20]=4)[C@@H:13]([F:29])[C@H:12]3[OH:30])[C:9]=2[N:10]=1.OO.S([O-])([O-])=[O:35].[Na+].[Na+], predict the reaction product.